From a dataset of Catalyst prediction with 721,799 reactions and 888 catalyst types from USPTO. Predict which catalyst facilitates the given reaction. (1) Reactant: [CH:1]([N:14]1[CH2:17][CH:16]([OH:18])[CH2:15]1)([C:8]1[CH:13]=[CH:12][CH:11]=[CH:10][CH:9]=1)[C:2]1[CH:7]=[CH:6][CH:5]=[CH:4][CH:3]=1.N1C=CC=CC=1.[CH3:25][S:26](Cl)(=[O:28])=[O:27]. Product: [CH3:25][S:26]([O:18][CH:16]1[CH2:17][N:14]([CH:1]([C:8]2[CH:13]=[CH:12][CH:11]=[CH:10][CH:9]=2)[C:2]2[CH:3]=[CH:4][CH:5]=[CH:6][CH:7]=2)[CH2:15]1)(=[O:28])=[O:27]. The catalyst class is: 2. (2) The catalyst class is: 114. Product: [Cl:14][C:15]1[CH:20]=[CH:19][C:18]([C:21]2[NH:13][C:11]3[N:10]([N:9]=[C:8]([C:5]4[CH:4]=[CH:3][C:2]([Cl:1])=[CH:7][CH:6]=4)[N:12]=3)[C:23](=[O:24])[CH:22]=2)=[CH:17][C:16]=1[O:29][CH3:30]. Reactant: [Cl:1][C:2]1[CH:7]=[CH:6][C:5]([C:8]2[N:12]=[C:11]([NH2:13])[NH:10][N:9]=2)=[CH:4][CH:3]=1.[Cl:14][C:15]1[CH:20]=[CH:19][C:18]([C:21](=O)[CH2:22][C:23](OCC)=[O:24])=[CH:17][C:16]=1[O:29][CH3:30].CC1C=CC(S(O)(=O)=O)=CC=1. (3) Reactant: [C:1]([O-:4])([O-])=O.[K+].[K+].[OH:7][C:8]1[CH:9]=[C:10]([CH:15]=[CH:16][CH:17]=1)[C:11]([O:13][CH3:14])=[O:12]. Product: [O:4]1[CH2:1][CH2:11][CH:10]([CH2:15][O:7][C:8]2[CH:9]=[C:10]([CH:15]=[CH:16][CH:17]=2)[C:11]([O:13][CH3:14])=[O:12])[CH2:9][CH2:8]1. The catalyst class is: 3. (4) Reactant: [Li]CCCC.[F:6][C:7]1[CH:16]=[CH:15][C:10]2[S:11][CH:12]=[C:13]([CH3:14])[C:9]=2[CH:8]=1.[Cl:17][CH2:18][CH2:19][CH2:20]I. Product: [Cl:17][CH2:18][CH2:19][CH2:20][C:12]1[S:11][C:10]2[CH:15]=[CH:16][C:7]([F:6])=[CH:8][C:9]=2[C:13]=1[CH3:14]. The catalyst class is: 356.